This data is from Forward reaction prediction with 1.9M reactions from USPTO patents (1976-2016). The task is: Predict the product of the given reaction. (1) Given the reactants C[O:2][C:3](=[O:24])[CH:4]([C:13]1[CH:18]=[CH:17][C:16]([S:19]([CH3:22])(=[O:21])=[O:20])=[C:15]([Cl:23])[CH:14]=1)[CH2:5][CH:6]1[CH2:11][CH2:10][C:9](=[O:12])[CH2:8][CH2:7]1.[OH-].[Li+], predict the reaction product. The product is: [Cl:23][C:15]1[CH:14]=[C:13]([CH:4]([CH2:5][CH:6]2[CH2:11][CH2:10][C:9](=[O:12])[CH2:8][CH2:7]2)[C:3]([OH:24])=[O:2])[CH:18]=[CH:17][C:16]=1[S:19]([CH3:22])(=[O:21])=[O:20]. (2) Given the reactants [Cl:1][C:2]1[CH:7]=[CH:6][CH:5]=[C:4]([F:8])[C:3]=1[C@H:9]1[CH2:11][C@@H:10]1[CH2:12][OH:13].Cl[C:15]1[CH:20]=[CH:19][N:18]2[C:21]([CH2:24][CH:25]3[CH2:27][CH2:26]3)=[N:22][N:23]=[C:17]2[C:16]=1[C:28]([F:31])([F:30])[F:29], predict the reaction product. The product is: [Cl:1][C:2]1[CH:7]=[CH:6][CH:5]=[C:4]([F:8])[C:3]=1[C@H:9]1[CH2:11][C@@H:10]1[CH2:12][O:13][C:15]1[CH:20]=[CH:19][N:18]2[C:21]([CH2:24][CH:25]3[CH2:26][CH2:27]3)=[N:22][N:23]=[C:17]2[C:16]=1[C:28]([F:30])([F:31])[F:29]. (3) Given the reactants Br[C:2]1[CH:3]=[C:4]([CH:16]=[CH:17][CH:18]=1)[C:5]([NH:7][CH2:8][CH2:9][CH2:10][N:11]([CH2:14][CH3:15])[CH2:12][CH3:13])=[O:6].[NH2:19][C:20]1[CH:21]=[C:22]([CH:32]=[CH:33][CH:34]=1)[C:23]([NH:25][C:26]1[CH:31]=[CH:30][N:29]=[CH:28][CH:27]=1)=[O:24].CC(C1C=C(C(C)C)C(C2C=CC=CC=2P(C2CCCCC2)C2CCCCC2)=C(C(C)C)C=1)C.C([O-])([O-])=O.[K+].[K+], predict the reaction product. The product is: [CH2:12]([N:11]([CH2:14][CH3:15])[CH2:10][CH2:9][CH2:8][NH:7][C:5](=[O:6])[C:4]1[CH:16]=[CH:17][CH:18]=[C:2]([NH:19][C:20]2[CH:34]=[CH:33][CH:32]=[C:22]([C:23](=[O:24])[NH:25][C:26]3[CH:31]=[CH:30][N:29]=[CH:28][CH:27]=3)[CH:21]=2)[CH:3]=1)[CH3:13].